Dataset: Full USPTO retrosynthesis dataset with 1.9M reactions from patents (1976-2016). Task: Predict the reactants needed to synthesize the given product. (1) Given the product [OH:3][CH2:4][CH2:5][O:6][NH:7][C:8]([C:10]1[CH:15]=[CH:14][N:13]2[CH:16]=[N:17][CH:18]=[C:12]2[C:11]=1[NH:19][C:20]1[CH:25]=[CH:24][C:23]([Br:26])=[CH:22][C:21]=1[F:27])=[O:9], predict the reactants needed to synthesize it. The reactants are: C([O:3][CH2:4][CH2:5][O:6][NH:7][C:8]([C:10]1[CH:15]=[CH:14][N:13]2[CH:16]=[N:17][CH:18]=[C:12]2[C:11]=1[NH:19][C:20]1[CH:25]=[CH:24][C:23]([Br:26])=[CH:22][C:21]=1[F:27])=[O:9])=C. (2) The reactants are: [CH3:1][O:2][C:3]1[CH:8]=[CH:7][C:6]([C:9]2[N:10]=[C:11]([C:24]([F:27])([F:26])[F:25])[O:12][C:13]=2[C:14]2[CH:23]=[CH:22][C:17]([O:18][CH2:19][CH2:20][NH2:21])=[CH:16][CH:15]=2)=[CH:5][CH:4]=1.[ClH:28]. Given the product [ClH:28].[CH3:1][O:2][C:3]1[CH:4]=[CH:5][C:6]([C:9]2[N:10]=[C:11]([C:24]([F:27])([F:25])[F:26])[O:12][C:13]=2[C:14]2[CH:23]=[CH:22][C:17]([O:18][CH2:19][CH2:20][NH2:21])=[CH:16][CH:15]=2)=[CH:7][CH:8]=1, predict the reactants needed to synthesize it. (3) Given the product [C:27]([O:26][C:24](=[O:25])[NH:31][CH2:32][CH2:33][NH:34][C:19]([C:18]1[CH:17]=[N:16][C:15]([O:14][CH2:13][C:3]2[C:4]([C:7]3[CH:8]=[CH:9][CH:10]=[CH:11][CH:12]=3)=[N:5][O:6][C:2]=2[CH3:1])=[CH:23][CH:22]=1)=[O:21])([CH3:30])([CH3:28])[CH3:29], predict the reactants needed to synthesize it. The reactants are: [CH3:1][C:2]1[O:6][N:5]=[C:4]([C:7]2[CH:12]=[CH:11][CH:10]=[CH:9][CH:8]=2)[C:3]=1[CH2:13][O:14][C:15]1[CH:23]=[CH:22][C:18]([C:19]([OH:21])=O)=[CH:17][N:16]=1.[C:24]([NH:31][CH2:32][CH2:33][NH2:34])([O:26][C:27]([CH3:30])([CH3:29])[CH3:28])=[O:25]. (4) Given the product [F:6][C:7]1[CH:8]=[CH:9][C:10]([NH:13][C:21](=[NH:22])[C:20]2[C:15]([CH3:14])=[CH:16][CH:17]=[N:18][CH:19]=2)=[N:11][CH:12]=1, predict the reactants needed to synthesize it. The reactants are: C([Li])CCC.[F:6][C:7]1[CH:8]=[CH:9][C:10]([NH2:13])=[N:11][CH:12]=1.[CH3:14][C:15]1[C:20]([C:21]#[N:22])=[CH:19][N:18]=[CH:17][CH:16]=1. (5) Given the product [CH3:5][C:2]([C:6]1[S:7][CH:8]=[C:9]([C:11]2[CH:16]=[CH:15][C:14]([C:17]([F:19])([F:20])[F:18])=[CH:13][CH:12]=2)[N:10]=1)([CH3:1])[CH2:3][NH:4][C:31](=[O:32])[C:30]1[CH:34]=[CH:35][CH:36]=[C:28]([C:25]2[N:24]=[C:23]([C:22]([F:38])([F:37])[F:21])[O:27][N:26]=2)[CH:29]=1, predict the reactants needed to synthesize it. The reactants are: [CH3:1][C:2]([C:6]1[S:7][CH:8]=[C:9]([C:11]2[CH:16]=[CH:15][C:14]([C:17]([F:20])([F:19])[F:18])=[CH:13][CH:12]=2)[N:10]=1)([CH3:5])[CH2:3][NH2:4].[F:21][C:22]([F:38])([F:37])[C:23]1[O:27][N:26]=[C:25]([C:28]2[CH:29]=[C:30]([CH:34]=[CH:35][CH:36]=2)[C:31](O)=[O:32])[N:24]=1. (6) Given the product [OH:18][CH2:17][C:15]1[S:16][C:12]([C:9]2[NH:10][C:11]3[C:7]([CH:8]=2)=[CH:6][CH:5]=[CH:4][C:3]=3[N:2]([CH3:1])[S:22]([C:25]2[S:26][CH:27]=[CH:28][CH:29]=2)(=[O:24])=[O:23])=[N:13][N:14]=1, predict the reactants needed to synthesize it. The reactants are: [CH3:1][N:2]([S:22]([C:25]1[S:26][CH:27]=[CH:28][CH:29]=1)(=[O:24])=[O:23])[C:3]1[CH:4]=[CH:5][CH:6]=[C:7]2[C:11]=1[NH:10][C:9]([C:12]1[S:16][C:15]([C:17](OCC)=[O:18])=[N:14][N:13]=1)=[CH:8]2.O1CCCC1.[BH4-].[Na+].